Predict the reaction yield, written as a fraction of the theoretical maximum amount of product (1.0 means a 100% yield; for example, 0.34 means a 34% yield). From a dataset of Reaction yield outcomes from USPTO patents with 853,638 reactions. (1) The reactants are [CH:1]1([N:6]2[CH2:11][CH2:10][N:9]([C:12]3[CH:17]=[CH:16][C:15]([NH2:18])=[CH:14][CH:13]=3)[CH2:8][CH2:7]2)[CH2:5][CH2:4][CH2:3][CH2:2]1.[C:19](N1C=CN=C1)(N1C=CN=C1)=[S:20]. The catalyst is CN(C)C=O. The product is [CH:1]1([N:6]2[CH2:11][CH2:10][N:9]([C:12]3[CH:13]=[CH:14][C:15]([N:18]=[C:19]=[S:20])=[CH:16][CH:17]=3)[CH2:8][CH2:7]2)[CH2:5][CH2:4][CH2:3][CH2:2]1. The yield is 0.930. (2) The reactants are [Cl:1][C:2]1[CH:3]=[C:4]([C:8]2[C:13]([O:14][CH3:15])=[CH:12][CH:11]=[C:10]([CH2:16][C:17](O)=O)[C:9]=2[F:20])[CH:5]=[CH:6][CH:7]=1.[NH2:21][NH:22][C:23]([NH2:25])=[S:24].O. The catalyst is P(Cl)(Cl)(Cl)=O. The product is [Cl:1][C:2]1[CH:3]=[C:4]([C:8]2[C:13]([O:14][CH3:15])=[CH:12][CH:11]=[C:10]([CH2:16][C:17]3[S:24][C:23]([NH2:25])=[N:22][N:21]=3)[C:9]=2[F:20])[CH:5]=[CH:6][CH:7]=1. The yield is 0.390. (3) The reactants are [Cl:1][C:2]1[N:7]=[N:6][C:5]([NH2:8])=[CH:4][CH:3]=1.Cl[CH:10]([C:16](=O)[CH3:17])[C:11]([O:13][CH2:14][CH3:15])=[O:12]. The catalyst is C(O)C. The product is [Cl:1][C:2]1[CH:3]=[CH:4][C:5]2[N:6]([C:10]([C:11]([O:13][CH2:14][CH3:15])=[O:12])=[C:16]([CH3:17])[N:8]=2)[N:7]=1. The yield is 0.320. (4) The reactants are [Br:1][C:2]1[CH:7]=[CH:6][C:5]([NH2:8])=[C:4]([CH3:9])[CH:3]=1.[F:10][C:11]([F:22])([F:21])[C:12](O[C:12](=[O:13])[C:11]([F:22])([F:21])[F:10])=[O:13]. The catalyst is ClCCl. The product is [Br:1][C:2]1[CH:7]=[CH:6][C:5]([NH:8][C:12](=[O:13])[C:11]([F:22])([F:21])[F:10])=[C:4]([CH3:9])[CH:3]=1. The yield is 0.980. (5) The reactants are C([O:3][C:4](=[O:55])[CH:5]([O:7][P:8]([CH2:17][CH2:18][N:19]1[CH2:24][CH2:23][N:22]([CH2:25][C:26]2[CH:31]=[CH:30][C:29]([C:32](=[O:54])[NH:33][C:34]3[CH:39]=[CH:38][C:37]([CH3:40])=[C:36]([NH:41][C:42]4[N:47]=[C:46]([C:48]5[CH:49]=[N:50][CH:51]=[CH:52][CH:53]=5)[CH:45]=[CH:44][N:43]=4)[CH:35]=3)=[CH:28][CH:27]=2)[CH2:21][CH2:20]1)([O:10]C1C=CC=CC=1)=[O:9])[CH3:6])C.[OH-].[Na+].Cl. The catalyst is C(#N)C.O. The product is [OH:10][P:8]([CH2:17][CH2:18][N:19]1[CH2:24][CH2:23][N:22]([CH2:25][C:26]2[CH:27]=[CH:28][C:29]([C:32](=[O:54])[NH:33][C:34]3[CH:39]=[CH:38][C:37]([CH3:40])=[C:36]([NH:41][C:42]4[N:47]=[C:46]([C:48]5[CH:49]=[N:50][CH:51]=[CH:52][CH:53]=5)[CH:45]=[CH:44][N:43]=4)[CH:35]=3)=[CH:30][CH:31]=2)[CH2:21][CH2:20]1)([O:7][CH:5]([CH3:6])[C:4]([OH:55])=[O:3])=[O:9]. The yield is 0.380. (6) The reactants are [Cl:1][C:2]1[N:3]=[N:4][C:5]([CH2:8]Cl)=[CH:6][CH:7]=1.[N-:10]=[N+:11]=[N-:12].[Na+].O. The catalyst is CN(C=O)C. The product is [N:10]([CH2:8][C:5]1[N:4]=[N:3][C:2]([Cl:1])=[CH:7][CH:6]=1)=[N+:11]=[N-:12]. The yield is 0.810. (7) The catalyst is C(Cl)Cl. The reactants are [C:1]([C:3]1[CH:8]=[CH:7][CH:6]=[CH:5][C:4]=1[NH:9][C:10]1[C:18]2[CH:17]=[CH:16][C:15](=[O:19])[N:14]([C:20]3[CH:25]=[CH:24][C:23]([S:26][CH3:27])=[CH:22][CH:21]=3)[C:13]=2[S:12][C:11]=1[C:28]([O:30][CH2:31][CH3:32])=[O:29])#[N:2].ClC1C=CC=C(C(OO)=[O:41])C=1. The yield is 0.820. The product is [C:1]([C:3]1[CH:8]=[CH:7][CH:6]=[CH:5][C:4]=1[NH:9][C:10]1[C:18]2[CH:17]=[CH:16][C:15](=[O:19])[N:14]([C:20]3[CH:21]=[CH:22][C:23]([S:26]([CH3:27])=[O:41])=[CH:24][CH:25]=3)[C:13]=2[S:12][C:11]=1[C:28]([O:30][CH2:31][CH3:32])=[O:29])#[N:2]. (8) The reactants are [Cl:1][C:2]1[S:6][C:5]([NH:7][C:8](=[O:27])[NH:9][C:10]2[CH:15]=[CH:14][C:13]([CH2:16][C:17]([OH:19])=O)=[CH:12][C:11]=2[C:20]([CH:22]2[CH2:26][CH2:25][CH2:24][CH2:23]2)=[O:21])=[N:4][CH:3]=1.[CH3:28][S:29]([CH2:32][CH2:33][NH2:34])(=[O:31])=[O:30]. No catalyst specified. The product is [Cl:1][C:2]1[S:6][C:5]([NH:7][C:8](=[O:27])[NH:9][C:10]2[CH:15]=[CH:14][C:13]([CH2:16][C:17]([NH:34][CH2:33][CH2:32][S:29]([CH3:28])(=[O:31])=[O:30])=[O:19])=[CH:12][C:11]=2[C:20]([CH:22]2[CH2:23][CH2:24][CH2:25][CH2:26]2)=[O:21])=[N:4][CH:3]=1. The yield is 0.700. (9) The reactants are [C:1]([NH:24][C:25]1[CH:26]=[CH:27][C:28]([OH:35])=[C:29]([CH:34]=1)[C:30]([O:32]C)=[O:31])(=[O:23])[CH2:2][CH2:3][CH:4]=[CH:5][CH2:6][CH:7]=[CH:8][CH2:9][CH:10]=[CH:11][CH2:12][CH:13]=[CH:14][CH2:15][CH:16]=[CH:17][CH2:18][CH:19]=[CH:20][CH2:21][CH3:22].Cl. The catalyst is [OH-].[Na+].CO. The product is [C:1]([NH:24][C:25]1[CH:26]=[CH:27][C:28]([OH:35])=[C:29]([CH:34]=1)[C:30]([OH:32])=[O:31])(=[O:23])[CH2:2][CH2:3][CH:4]=[CH:5][CH2:6][CH:7]=[CH:8][CH2:9][CH:10]=[CH:11][CH2:12][CH:13]=[CH:14][CH2:15][CH:16]=[CH:17][CH2:18][CH:19]=[CH:20][CH2:21][CH3:22]. The yield is 0.900.